From a dataset of Full USPTO retrosynthesis dataset with 1.9M reactions from patents (1976-2016). Predict the reactants needed to synthesize the given product. (1) Given the product [F:46][C:42]1[CH:41]=[C:40]2[C:45]([C:36]([NH:54][C:55]3[CH:56]=[C:57]([NH:67][C:68](=[O:70])[CH3:69])[CH:58]=[C:59]([N:61]4[CH2:66][CH2:65][O:64][CH2:63][CH2:62]4)[CH:60]=3)=[C:37]([CH3:53])[C:38]([N:47]3[CH2:51][CH2:50][CH2:49][C:48]3=[O:52])=[N:39]2)=[CH:44][CH:43]=1, predict the reactants needed to synthesize it. The reactants are: CC(C1C=C(C(C)C)C(C2C=CC=CC=2P(C2CCCCC2)C2CCCCC2)=C(C(C)C)C=1)C.Cl[C:36]1[C:45]2[C:40](=[CH:41][C:42]([F:46])=[CH:43][CH:44]=2)[N:39]=[C:38]([N:47]2[CH2:51][CH2:50][CH2:49][C:48]2=[O:52])[C:37]=1[CH3:53].[NH2:54][C:55]1[CH:56]=[C:57]([NH:67][C:68](=[O:70])[CH3:69])[CH:58]=[C:59]([N:61]2[CH2:66][CH2:65][O:64][CH2:63][CH2:62]2)[CH:60]=1.C(=O)([O-])[O-].[K+].[K+]. (2) Given the product [CH2:1]([C:5]1([CH2:23][CH2:25][CH2:26][NH:27][CH3:28])[CH2:14][C:13]2[C:8](=[CH:9][CH:10]=[CH:11][CH:12]=2)[N:7]([C:15]2[CH:20]=[CH:19][C:18]([CH3:21])=[CH:17][CH:16]=2)[C:6]1=[O:22])[CH2:2][CH2:3][CH3:4], predict the reactants needed to synthesize it. The reactants are: [CH2:1]([CH:5]1[CH2:14][C:13]2[C:8](=[CH:9][CH:10]=[CH:11][CH:12]=2)[N:7]([C:15]2[CH:20]=[CH:19][C:18]([CH3:21])=[CH:17][CH:16]=2)[C:6]1=[O:22])[CH2:2][CH2:3][CH3:4].[CH2:23]([CH:25]1CC2[C:28](=CC=CC=2)[N:27](C2C=CC(C)=CC=2)[C:26]1=O)C.C(C1(CCCNC)CC2C(=CC=CC=2)N(C2C=CC(C)=CC=2)C1=O)C.